Dataset: Forward reaction prediction with 1.9M reactions from USPTO patents (1976-2016). Task: Predict the product of the given reaction. The product is: [F:24][C:22]([F:23])([F:25])[C:18]1[CH:17]=[C:16]([S:13]([CH2:12][CH2:11][S:10][C:5]2[C:4]([NH2:1])=[CH:9][CH:8]=[CH:7][N:6]=2)(=[O:14])=[O:15])[CH:21]=[CH:20][CH:19]=1. Given the reactants [N+:1]([C:4]1[C:5]([S:10][CH2:11][CH2:12][S:13]([C:16]2[CH:21]=[CH:20][CH:19]=[C:18]([C:22]([F:25])([F:24])[F:23])[CH:17]=2)(=[O:15])=[O:14])=[N:6][CH:7]=[CH:8][CH:9]=1)([O-])=O.[NH4+].[Cl-].CCCCCC, predict the reaction product.